This data is from Peptide-MHC class II binding affinity with 134,281 pairs from IEDB. The task is: Regression. Given a peptide amino acid sequence and an MHC pseudo amino acid sequence, predict their binding affinity value. This is MHC class II binding data. The peptide sequence is DSEEPLQGPFNFRFL. The MHC is HLA-DQA10101-DQB10501 with pseudo-sequence HLA-DQA10101-DQB10501. The binding affinity (normalized) is 0.148.